Dataset: Forward reaction prediction with 1.9M reactions from USPTO patents (1976-2016). Task: Predict the product of the given reaction. (1) Given the reactants [CH2:1]([N:8]1[CH:13]([CH2:14][O:15][CH3:16])[CH2:12][O:11][CH:10]([CH3:17])[C:9]1=[O:18])[C:2]1[CH:7]=[CH:6][CH:5]=[CH:4][CH:3]=1.[CH3:19][Si](C)(C)[N-][Si](C)(C)C.[Li+].[CH2:29](I)[CH:30]=C, predict the reaction product. The product is: [CH2:17]([C:10]1([CH3:19])[O:11][CH2:12][CH:13]([CH2:14][O:15][CH3:16])[N:8]([CH2:1][C:2]2[CH:3]=[CH:4][CH:5]=[CH:6][CH:7]=2)[C:9]1=[O:18])[CH:29]=[CH2:30]. (2) Given the reactants [F:1][C:2]1[CH:8]=[C:7]([O:9][C:10]2[CH:15]=[CH:14][C:13]([C:16]3[N:17]=[C:18]([CH2:21][O:22][C:23]4[CH:28]=[CH:27][CH:26]=[CH:25][CH:24]=4)[NH:19][CH:20]=3)=[CH:12][CH:11]=2)[CH:6]=[CH:5][C:3]=1[NH2:4].CC1C=C(C)[N:32]([C:36](=[N:38][N+:39]([O-:41])=[O:40])N)N=1, predict the reaction product. The product is: [F:1][C:2]1[CH:8]=[C:7]([O:9][C:10]2[CH:11]=[CH:12][C:13]([C:16]3[N:17]=[C:18]([CH2:21][O:22][C:23]4[CH:24]=[CH:25][CH:26]=[CH:27][CH:28]=4)[NH:19][CH:20]=3)=[CH:14][CH:15]=2)[CH:6]=[CH:5][C:3]=1[NH:4][C:36]([NH2:32])=[N:38][N+:39]([O-:41])=[O:40].